This data is from Catalyst prediction with 721,799 reactions and 888 catalyst types from USPTO. The task is: Predict which catalyst facilitates the given reaction. (1) Reactant: [Cl:1][C:2](Cl)([O:4]C(=O)OC(Cl)(Cl)Cl)Cl.[F:13][C:14]([F:22])([F:21])[CH:15]([OH:20])[C:16]([F:19])([F:18])[F:17].CCN(C(C)C)C(C)C.Cl[C:33]([O-:35])=[O:34].[CH2:36]([O:39][C@H:40]1[CH2:44][CH2:43][N:42]([C:45]2[CH:57]=[CH:56][CH:55]=[C:54]([C:58]([F:61])([F:60])[F:59])[C:46]=2[CH2:47][N:48]2[CH2:53][CH2:52][NH:51][CH2:50][CH2:49]2)[CH2:41]1)[C:37]#[CH:38]. Product: [Cl:1][C:2]([O:20][CH:15]([C:16]([F:19])([F:18])[F:17])[C:14]([F:22])([F:21])[F:13])=[O:4].[CH2:36]([O:39][C@H:40]1[CH2:44][CH2:43][N:42]([C:45]2[CH:57]=[CH:56][CH:55]=[C:54]([C:58]([F:59])([F:60])[F:61])[C:46]=2[CH2:47][N:48]2[CH2:53][CH2:52][N:51]([C:33]([O:35][CH:15]([C:16]([F:19])([F:18])[F:17])[C:14]([F:22])([F:21])[F:13])=[O:34])[CH2:50][CH2:49]2)[CH2:41]1)[C:37]#[CH:38]. The catalyst class is: 2. (2) Reactant: Br[C:2]1[S:6][C:5]([CH2:7][CH3:8])=[N:4][C:3]=1[C:9]1[CH:14]=[CH:13][C:12]([F:15])=[CH:11][CH:10]=1.[CH3:16][C:17]1[CH:22]=[C:21](B2OC(C)(C)C(C)(C)O2)[CH:20]=[CH:19][N:18]=1.C(=O)([O-])[O-].[Cs+].[Cs+]. Product: [CH2:7]([C:5]1[S:6][C:2]([C:21]2[CH:20]=[CH:19][N:18]=[C:17]([CH3:16])[CH:22]=2)=[C:3]([C:9]2[CH:14]=[CH:13][C:12]([F:15])=[CH:11][CH:10]=2)[N:4]=1)[CH3:8]. The catalyst class is: 1. (3) Reactant: [CH3:1][S:2]([C:5]1[CH:6]=[C:7]([C:11]2[S:15][C:14]([CH2:16][NH:17][S:18]([C:21]3[CH:26]=[CH:25][CH:24]=[CH:23][C:22]=3[C:27]([F:30])([F:29])[F:28])(=[O:20])=[O:19])=[CH:13][CH:12]=2)[CH:8]=[CH:9][CH:10]=1)(=[O:4])=[O:3].Cl[CH2:32][CH2:33][N:34]1[CH2:38][CH2:37][CH2:36][CH2:35]1.C(=O)([O-])[O-].[Cs+].[Cs+]. Product: [CH3:1][S:2]([C:5]1[CH:6]=[C:7]([C:11]2[S:15][C:14]([CH2:16][N:17]([CH2:32][CH2:33][N:34]3[CH2:38][CH2:37][CH2:36][CH2:35]3)[S:18]([C:21]3[CH:26]=[CH:25][CH:24]=[CH:23][C:22]=3[C:27]([F:30])([F:28])[F:29])(=[O:20])=[O:19])=[CH:13][CH:12]=2)[CH:8]=[CH:9][CH:10]=1)(=[O:3])=[O:4]. The catalyst class is: 80. (4) Reactant: [NH2:1][C@@H:2]1[C:10]2[C:5](=[CH:6][CH:7]=[CH:8][CH:9]=2)[CH2:4][C@@H:3]1[OH:11].C(N(CC)CC)C.[CH3:19][S:20](Cl)(=[O:22])=[O:21]. Product: [CH3:19][S:20]([NH:1][C@@H:2]1[C:10]2[C:5](=[CH:6][CH:7]=[CH:8][CH:9]=2)[CH2:4][C@@H:3]1[O:11][S:20]([CH3:19])(=[O:22])=[O:21])(=[O:22])=[O:21]. The catalyst class is: 1. (5) Reactant: [Br:1][C:2]1[CH:3]=[C:4]2[C:11]3([C:15](=O)[NH:14][C:13](=[S:17])[NH:12]3)[CH2:10][CH:9]([C:18]3[CH:23]=[CH:22][CH:21]=[CH:20][CH:19]=3)[O:8][C:5]2=[CH:6][CH:7]=1.[C:24]([O-:27])([O-])=O.[Cs+].[Cs+].FC(F)(F)S(O[CH2:36][C:37]([F:40])([F:39])[F:38])(=O)=O. Product: [Br:1][C:2]1[CH:3]=[C:4]2[C:11]3([C:24](=[O:27])[N:14]([CH2:15][C:37]([F:40])([F:39])[F:38])[C:13]([S:17][CH2:36][C:37]([F:40])([F:39])[F:38])=[N:12]3)[CH2:10][CH:9]([C:18]3[CH:23]=[CH:22][CH:21]=[CH:20][CH:19]=3)[O:8][C:5]2=[CH:6][CH:7]=1. The catalyst class is: 3.